Regression. Given a peptide amino acid sequence and an MHC pseudo amino acid sequence, predict their binding affinity value. This is MHC class I binding data. From a dataset of Peptide-MHC class I binding affinity with 185,985 pairs from IEDB/IMGT. (1) The peptide sequence is WFREDRSPV. The MHC is HLA-A26:01 with pseudo-sequence HLA-A26:01. The binding affinity (normalized) is 0.0847. (2) The MHC is HLA-A25:01 with pseudo-sequence HLA-A25:01. The binding affinity (normalized) is 0.0847. The peptide sequence is VTFWGFWLF. (3) The peptide sequence is CSRVIFPL. The MHC is Mamu-B03 with pseudo-sequence Mamu-B03. The binding affinity (normalized) is 0.367. (4) The peptide sequence is ISAYTHWYY. The MHC is SLA-10401 with pseudo-sequence SLA-10401. The binding affinity (normalized) is 0.450. (5) The peptide sequence is HQKKNEISF. The MHC is HLA-B15:01 with pseudo-sequence HLA-B15:01. The binding affinity (normalized) is 0.664. (6) The peptide sequence is SFYVNRGFK. The MHC is HLA-A03:01 with pseudo-sequence HLA-A03:01. The binding affinity (normalized) is 0.530. (7) The binding affinity (normalized) is 0. The MHC is HLA-A33:01 with pseudo-sequence HLA-A33:01. The peptide sequence is DSIKDVIHDY.